Dataset: Peptide-MHC class I binding affinity with 185,985 pairs from IEDB/IMGT. Task: Regression. Given a peptide amino acid sequence and an MHC pseudo amino acid sequence, predict their binding affinity value. This is MHC class I binding data. (1) The binding affinity (normalized) is 0.362. The peptide sequence is SSFDYCGVNHL. The MHC is H-2-Db with pseudo-sequence H-2-Db. (2) The peptide sequence is PTKCGENLY. The MHC is HLA-B40:01 with pseudo-sequence HLA-B40:01. The binding affinity (normalized) is 0.0847. (3) The peptide sequence is TAFTIPST. The binding affinity (normalized) is 0. The MHC is HLA-A03:01 with pseudo-sequence HLA-A03:01. (4) The peptide sequence is KLLNRVIGY. The MHC is HLA-A11:01 with pseudo-sequence HLA-A11:01. The binding affinity (normalized) is 0.566. (5) The peptide sequence is IMAYVNQAHH. The MHC is HLA-A68:01 with pseudo-sequence HLA-A68:01. The binding affinity (normalized) is 0.577.